This data is from Full USPTO retrosynthesis dataset with 1.9M reactions from patents (1976-2016). The task is: Predict the reactants needed to synthesize the given product. Given the product [ClH:45].[CH:1]1([C:4]2[C:5]([C@H:18]3[CH2:22][NH:21][CH2:20][C@@H:19]3[C:30]([OH:32])=[O:31])=[N:6][O:7][C:8]=2[CH:9]2[CH2:10][CH:11]([CH2:13][C:14]([CH3:16])([CH3:17])[CH3:15])[CH2:12]2)[CH2:2][CH2:3]1, predict the reactants needed to synthesize it. The reactants are: [CH:1]1([C:4]2[C:5]([C@H:18]3[CH2:22][N:21](C(OC(C)(C)C)=O)[CH2:20][C@@H:19]3[C:30]([O:32]C(C)(C)C)=[O:31])=[N:6][O:7][C:8]=2[CH:9]2[CH2:12][CH:11]([CH2:13][C:14]([CH3:17])([CH3:16])[CH3:15])[CH2:10]2)[CH2:3][CH2:2]1.FC(F)(F)C(O)=O.C(Cl)(Cl)[Cl:45].